From a dataset of Forward reaction prediction with 1.9M reactions from USPTO patents (1976-2016). Predict the product of the given reaction. (1) Given the reactants [O:1]1[CH2:5][CH2:4][C:3](=[N:6][NH:7][C:8]([O:10][CH2:11][C:12]2[CH:17]=[CH:16][CH:15]=[CH:14][CH:13]=2)=[O:9])[CH2:2]1.C(O)(=O)C.C([BH3-])#N.[Na+].[OH-].[Na+], predict the reaction product. The product is: [O:1]1[CH2:5][CH2:4][CH:3]([NH:6][NH:7][C:8]([O:10][CH2:11][C:12]2[CH:17]=[CH:16][CH:15]=[CH:14][CH:13]=2)=[O:9])[CH2:2]1. (2) Given the reactants [CH3:1][C:2]1[NH:7][C:6](=O)[CH:5]=[C:4]([C:9]2[CH:14]=[CH:13][C:12]([C:15]([F:18])([F:17])[F:16])=[CH:11][CH:10]=2)[CH:3]=1.P(Br)(Br)([Br:21])=O, predict the reaction product. The product is: [Br:21][C:6]1[CH:5]=[C:4]([C:9]2[CH:14]=[CH:13][C:12]([C:15]([F:18])([F:17])[F:16])=[CH:11][CH:10]=2)[CH:3]=[C:2]([CH3:1])[N:7]=1. (3) Given the reactants [CH3:1][Si:2]([CH3:28])([C:24]([CH3:27])([CH3:26])[CH3:25])[O:3][C@H:4]1[CH2:21][CH2:20][C@@:19]2([CH3:22])[C:6](=[CH:7][CH2:8][C@@H:9]3[C@@H:18]2[CH2:17][CH2:16][C@@:14]2([CH3:15])[C@H:10]3[CH2:11][CH2:12][C@@H:13]2[OH:23])[CH2:5]1.[C:42]1(P([C:42]2[CH:47]=[CH:46][CH:45]=[CH:44][CH:43]=2)[C:42]2[CH:47]=[CH:46][CH:45]=[CH:44][CH:43]=2)[CH:47]=[CH:46][CH:45]=[CH:44][CH:43]=1.C[CH2:49][O:50]C(/N=N/C(OCC)=O)=O, predict the reaction product. The product is: [CH3:28][Si:2]([CH3:1])([C:24]([CH3:27])([CH3:26])[CH3:25])[O:3][C@H:4]1[CH2:21][CH2:20][C@@:19]2([CH3:22])[C:6](=[CH:7][CH2:8][C@@H:9]3[C@@H:18]2[CH2:17][CH2:16][C@@:14]2([CH3:15])[C@H:10]3[CH2:11][CH2:12][C@H:13]2[O:23][C:49](=[O:50])[C:42]2[CH:43]=[CH:44][CH:45]=[CH:46][CH:47]=2)[CH2:5]1.